This data is from Reaction yield outcomes from USPTO patents with 853,638 reactions. The task is: Predict the reaction yield, written as a fraction of the theoretical maximum amount of product (1.0 means a 100% yield; for example, 0.34 means a 34% yield). (1) The reactants are [C:1]([NH:4][CH2:5][CH2:6][CH2:7][S:8]([O:11][CH2:12][C:13]([CH3:27])([CH3:26])[C@@H:14]([O:18][CH2:19][C:20]1[CH:25]=[CH:24][CH:23]=[CH:22][CH:21]=1)[C:15]([OH:17])=[O:16])(=[O:10])=[O:9])(=[O:3])[CH3:2].[C:28]1([CH2:34][O:35][CH2:36][C:37]([O:39][CH:40](Cl)[CH3:41])=[O:38])[CH:33]=[CH:32][CH:31]=[CH:30][CH:29]=1. The catalyst is C1(C)C=CC=CC=1.C(=O)([O-])[O-].[Ag+2]. The product is [C:1]([NH:4][CH2:5][CH2:6][CH2:7][S:8]([O:11][CH2:12][C:13]([CH3:27])([CH3:26])[C@@H:14]([O:18][CH2:19][C:20]1[CH:25]=[CH:24][CH:23]=[CH:22][CH:21]=1)[C:15]([O:17][CH2:41][CH2:40][O:39][C:37](=[O:38])[CH2:36][O:35][CH2:34][C:28]1[CH:33]=[CH:32][CH:31]=[CH:30][CH:29]=1)=[O:16])(=[O:10])=[O:9])(=[O:3])[CH3:2]. The yield is 0.0840. (2) The reactants are [CH3:1][N:2]1[C:6]([CH:7]=O)=[CH:5][N:4]=[C:3]1[S:9][CH3:10].[CH3:11]O. The catalyst is C([O-])([O-])=O.[K+].[K+]. The product is [C:7]([C:6]1[N:2]([CH3:1])[C:3]([S:9][CH3:10])=[N:4][CH:5]=1)#[CH:11]. The yield is 0.720. (3) The yield is 1.00. The catalyst is C(O)(CC)C. The product is [Si:1]([O:8][CH2:9][C@@H:10]([N:19]1[CH:24]=[CH:23][C:22]([C:25]2[CH:30]=[CH:29][N:28]=[C:27]([NH:36][CH:37]3[CH2:42][CH:41]4[CH2:43][CH:38]3[C:39](=[O:44])[O:40]4)[N:26]=2)=[CH:21][C:20]1=[O:35])[C:11]1[CH:16]=[CH:15][C:14]([Cl:17])=[C:13]([F:18])[CH:12]=1)([C:4]([CH3:7])([CH3:6])[CH3:5])([CH3:3])[CH3:2]. The reactants are [Si:1]([O:8][CH2:9][CH:10]([N:19]1[CH:24]=[CH:23][C:22]([C:25]2[CH:30]=[CH:29][N:28]=[C:27](S(C)(=O)=O)[N:26]=2)=[CH:21][C:20]1=[O:35])[C:11]1[CH:16]=[CH:15][C:14]([Cl:17])=[C:13]([F:18])[CH:12]=1)([C:4]([CH3:7])([CH3:6])[CH3:5])([CH3:3])[CH3:2].[NH2:36][CH:37]1[CH2:42][CH:41]2[CH2:43][CH:38]1[C:39](=[O:44])[O:40]2.Cl. (4) The reactants are [CH3:1][O:2][C:3]1[CH:4]=[C:5]([P:12](Cl)(Cl)=[O:13])[CH:6]=[CH:7][C:8]=1[N+:9]([O-:11])=[O:10].[CH:16]([Mg]Br)=[CH2:17].[CH2:20]1COC[CH2:21]1. No catalyst specified. The product is [CH:20]([P:12](=[O:13])([CH:16]=[CH2:17])[C:5]1[CH:6]=[CH:7][C:8]([N+:9]([O-:11])=[O:10])=[C:3]([O:2][CH3:1])[CH:4]=1)=[CH2:21]. The yield is 0.750. (5) The reactants are [CH3:1][O:2][C:3]1[N:8]=[CH:7][C:6]([NH:9][C:10]2[N:14]([C:15]3[CH:20]=[C:19]([S:21][CH3:22])[N:18]=[C:17]([CH3:23])[N:16]=3)[N:13]=[C:12]([CH3:24])[CH:11]=2)=[CH:5][CH:4]=1.ClC1C=C(C=CC=1)C(OO)=[O:30]. The catalyst is C(Cl)Cl. The product is [CH3:1][O:2][C:3]1[N:8]=[CH:7][C:6]([NH:9][C:10]2[N:14]([C:15]3[CH:20]=[C:19]([S:21]([CH3:22])=[O:30])[N:18]=[C:17]([CH3:23])[N:16]=3)[N:13]=[C:12]([CH3:24])[CH:11]=2)=[CH:5][CH:4]=1. The yield is 0.680. (6) The reactants are [C:1]1([CH3:14])[CH:6]=[CH:5][CH:4]=[CH:3][C:2]=1[NH:7][C:8](=O)[C:9]([CH3:12])([CH3:11])[CH3:10].[Li]CCCC.[NH4+].[Cl-]. The catalyst is C1COCC1. The product is [C:9]([C:8]1[NH:7][C:2]2[C:1]([CH:14]=1)=[CH:6][CH:5]=[CH:4][CH:3]=2)([CH3:12])([CH3:11])[CH3:10]. The yield is 0.880. (7) The reactants are C(N(CC)CC)C.Cl.C(N=C=NCCCN(C)C)C.[CH3:20][O:21][C:22]1[CH:23]=[C:24]2[C:29](=[C:30]3[CH2:34][C:33]([CH3:36])([CH3:35])[O:32][C:31]=13)[C:28]([C:37]1[CH:38]=[C:39]([NH2:43])[CH:40]=[CH:41][CH:42]=1)=[N:27][C:26]([CH3:45])([CH3:44])[CH2:25]2.Cl.[N:47]1[CH:52]=[CH:51][C:50]([CH2:53][C:54](O)=[O:55])=[CH:49][CH:48]=1.O.ON1C2C=CC=CC=2N=N1. The catalyst is CN(C)C=O.O. The product is [CH3:20][O:21][C:22]1[CH:23]=[C:24]2[C:29](=[C:30]3[CH2:34][C:33]([CH3:36])([CH3:35])[O:32][C:31]=13)[C:28]([C:37]1[CH:38]=[C:39]([NH:43][C:54](=[O:55])[CH2:53][C:50]3[CH:51]=[CH:52][N:47]=[CH:48][CH:49]=3)[CH:40]=[CH:41][CH:42]=1)=[N:27][C:26]([CH3:45])([CH3:44])[CH2:25]2. The yield is 0.560. (8) The reactants are [CH:1]1([C:7]([C:9]2[O:10][C:11]3[CH:18]=[CH:17][C:16]([OH:19])=[CH:15][C:12]=3[C:13]=2[CH3:14])=[O:8])[CH2:6][CH2:5][CH2:4][CH2:3][CH2:2]1.[CH3:20][S:21][CH:22]([CH3:25])CO.[CH2:26](P(CCCC)CCCC)CCC.N(C(N1CCCCC1)=O)=NC(N1CCCCC1)=O. The catalyst is O1CCCC1. The product is [CH:1]1([C:7]([C:9]2[O:10][C:11]3[CH:18]=[CH:17][C:16]([O:19][CH2:26][CH2:25][CH2:22][S:21][CH3:20])=[CH:15][C:12]=3[C:13]=2[CH3:14])=[O:8])[CH2:2][CH2:3][CH2:4][CH2:5][CH2:6]1. The yield is 0.950. (9) The reactants are [OH:1][CH2:2][C:3]1[S:7][C:6]([C:8]2[NH:12][C:11]([CH:13]([C:21]3[CH:33]=[CH:32][C:24]([C:25]([O:27]C(C)(C)C)=[O:26])=[CH:23][CH:22]=3)[CH2:14][CH:15]3[CH2:20][CH2:19][O:18][CH2:17][CH2:16]3)=[CH:10][CH:9]=2)=[N:5][CH:4]=1.FC(F)(F)C(O)=O. The product is [OH:1][CH2:2][C:3]1[S:7][C:6]([C:8]2[NH:12][C:11]([CH:13]([C:21]3[CH:22]=[CH:23][C:24]([C:25]([OH:27])=[O:26])=[CH:32][CH:33]=3)[CH2:14][CH:15]3[CH2:20][CH2:19][O:18][CH2:17][CH2:16]3)=[CH:10][CH:9]=2)=[N:5][CH:4]=1. The catalyst is ClCCl. The yield is 0.340. (10) The product is [Cl:1][C:2]1[CH:3]=[C:4]([CH:9]=[C:10]([Cl:30])[C:11]=1[O:12][C:13]1[CH:18]=[CH:17][C:16]([O:19][CH3:20])=[C:15]([CH2:21][C:22]2[CH:27]=[CH:26][C:25]([F:28])=[CH:24][CH:23]=2)[CH:14]=1)[C:5]([O:7][CH3:8])=[O:6]. The yield is 0.920. The reactants are [Cl:1][C:2]1[CH:3]=[C:4]([CH:9]=[C:10]([Cl:30])[C:11]=1[O:12][C:13]1[CH:18]=[CH:17][C:16]([O:19][CH3:20])=[C:15]([C:21](=O)[C:22]2[CH:27]=[CH:26][C:25]([F:28])=[CH:24][CH:23]=2)[CH:14]=1)[C:5]([O:7][CH3:8])=[O:6].C(O)(C(F)(F)F)=O.C([SiH](CC)CC)C. The catalyst is C(Cl)Cl.